This data is from Reaction yield outcomes from USPTO patents with 853,638 reactions. The task is: Predict the reaction yield, written as a fraction of the theoretical maximum amount of product (1.0 means a 100% yield; for example, 0.34 means a 34% yield). The reactants are [OH:1][CH2:2][C:3]1[N:7]([C:8]2[CH:15]=[CH:14][C:11]([C:12]#[N:13])=[CH:10][CH:9]=2)[N:6]=[N:5][CH:4]=1. The catalyst is ClCCl.O=[Mn]=O. The product is [CH:2]([C:3]1[N:7]([C:8]2[CH:15]=[CH:14][C:11]([C:12]#[N:13])=[CH:10][CH:9]=2)[N:6]=[N:5][CH:4]=1)=[O:1]. The yield is 0.490.